From a dataset of Catalyst prediction with 721,799 reactions and 888 catalyst types from USPTO. Predict which catalyst facilitates the given reaction. (1) Reactant: C([O:8][C:9]1[C:10]2[N:11]([C:16]([C:20]([NH:22][CH2:23][C:24]([NH:29][C:30](=[O:36])[O:31][C:32]([CH3:35])([CH3:34])[CH3:33])([CH3:28])[CH2:25][CH2:26][CH3:27])=[O:21])=[C:17]([CH3:19])[N:18]=2)[CH:12]=[C:13]([CH3:15])[CH:14]=1)C1C=CC=CC=1. Product: [OH:8][C:9]1[C:10]2[N:11]([C:16]([C:20]([NH:22][CH2:23][C:24]([NH:29][C:30](=[O:36])[O:31][C:32]([CH3:35])([CH3:34])[CH3:33])([CH3:28])[CH2:25][CH2:26][CH3:27])=[O:21])=[C:17]([CH3:19])[N:18]=2)[CH:12]=[C:13]([CH3:15])[CH:14]=1. The catalyst class is: 29. (2) Reactant: Br[C:2]1[C:3]([CH3:22])=[CH:4][C:5]2[N:12]([CH2:13][CH:14]([CH3:16])[CH3:15])[CH2:11][CH2:10][CH2:9][C:8]([C:17]([O:19][CH3:20])=[O:18])=[CH:7][C:6]=2[CH:21]=1.[CH2:23]([O:27][CH2:28][CH2:29][O:30][C:31]1[CH:36]=[CH:35][C:34](OB(O)O)=[CH:33][CH:32]=1)[CH2:24][CH2:25][CH3:26].C(=O)([O-])[O-].[K+].[K+]. Product: [CH2:23]([O:27][CH2:28][CH2:29][O:30][C:31]1[CH:32]=[CH:33][C:34]([C:2]2[C:3]([CH3:22])=[CH:4][C:5]3[N:12]([CH2:13][CH:14]([CH3:16])[CH3:15])[CH2:11][CH2:10][CH2:9][C:8]([C:17]([O:19][CH3:20])=[O:18])=[CH:7][C:6]=3[CH:21]=2)=[CH:35][CH:36]=1)[CH2:24][CH2:25][CH3:26]. The catalyst class is: 460. (3) Reactant: Br[C:2]1[CH:9]=[CH:8][C:5]([C:6]#[N:7])=[C:4]([C:10]([F:13])([F:12])[F:11])[CH:3]=1.[CH3:14][N:15]1[CH2:19][C@H:18]([C:20]([O:22][CH2:23][C:24]2[CH:29]=[CH:28][CH:27]=[CH:26][CH:25]=2)=[O:21])[NH:17][C:16]1=[O:30].C([O-])([O-])=O.[Cs+].[Cs+].CC1(C)C2C(=C(P(C3C=CC=CC=3)C3C=CC=CC=3)C=CC=2)OC2C(P(C3C=CC=CC=3)C3C=CC=CC=3)=CC=CC1=2. Product: [CH2:23]([O:22][C:20]([C@H:18]1[CH2:19][N:15]([CH3:14])[C:16](=[O:30])[N:17]1[C:2]1[CH:9]=[CH:8][C:5]([C:6]#[N:7])=[C:4]([C:10]([F:13])([F:12])[F:11])[CH:3]=1)=[O:21])[C:24]1[CH:25]=[CH:26][CH:27]=[CH:28][CH:29]=1. The catalyst class is: 62. (4) Reactant: [C:1]([O:5][C:6]([N:8]1[CH2:13][CH2:12][CH:11]([C:14]([NH:16][C:17]2[CH:32]=[CH:31][C:30](I)=[CH:29][C:18]=2[C:19]([NH:21][C:22]2[CH:27]=[CH:26][C:25]([Cl:28])=[CH:24][N:23]=2)=[O:20])=[O:15])[CH2:10][CH2:9]1)=[O:7])([CH3:4])([CH3:3])[CH3:2].C(N(CC)CC)C.[OH2:41].CN(C)[CH:44]=[O:45]. Product: [C:1]([O:5][C:6]([N:8]1[CH2:13][CH2:12][CH:11]([C:14]([NH:16][C:17]2[CH:32]=[CH:31][C:30]([C:44]([OH:45])=[O:41])=[CH:29][C:18]=2[C:19]([NH:21][C:22]2[CH:27]=[CH:26][C:25]([Cl:28])=[CH:24][N:23]=2)=[O:20])=[O:15])[CH2:10][CH2:9]1)=[O:7])([CH3:4])([CH3:3])[CH3:2]. The catalyst class is: 235. (5) The catalyst class is: 5. Reactant: [CH3:1][C:2]1[C:7]([N+:8]([O-:10])=[O:9])=[CH:6][N:5]=[C:4]([C:11](OC)=[O:12])[CH:3]=1.[BH4-].[Na+]. Product: [CH3:1][C:2]1[C:7]([N+:8]([O-:10])=[O:9])=[CH:6][N:5]=[C:4]([CH2:11][OH:12])[CH:3]=1. (6) Reactant: [F:1][C:2]([F:20])([F:19])[C:3]1[C:4]([NH2:18])=[N:5][CH:6]=[C:7]([C:9]2[S:13][C:12]3=[N:14][CH:15]=[C:16](I)[N:11]3[N:10]=2)[CH:8]=1.[CH3:21][O:22][C:23]1[CH:24]=[C:25](B(O)O)[CH:26]=[CH:27][C:28]=1[C:29]([O:31][CH3:32])=[O:30].C(Cl)Cl.C([O-])([O-])=O.[Na+].[Na+]. Product: [CH3:32][O:31][C:29](=[O:30])[C:28]1[CH:27]=[CH:26][C:25]([C:16]2[N:11]3[C:12]([S:13][C:9]([C:7]4[CH:6]=[N:5][C:4]([NH2:18])=[C:3]([C:2]([F:20])([F:19])[F:1])[CH:8]=4)=[N:10]3)=[N:14][CH:15]=2)=[CH:24][C:23]=1[O:22][CH3:21]. The catalyst class is: 438. (7) Reactant: N#N.[CH3:3][O:4][C:5](=[O:12])[CH2:6][C:7]1[S:8][CH:9]=[CH:10][CH:11]=1.[Br:13]N1C(=O)CCC1=O. Product: [CH3:3][O:4][C:5](=[O:12])[CH2:6][C:7]1[S:8][C:9]([Br:13])=[CH:10][CH:11]=1. The catalyst class is: 845. (8) Reactant: [OH:1][CH:2]1[C:6]([CH3:8])([CH3:7])[O:5][C:4](=[O:9])[N:3]1[CH2:10][C:11]1[CH:16]=[CH:15][CH:14]=[CH:13][C:12]=1[N+:17]([O-:19])=[O:18].O.[C:21]1(C)C=CC(S(O)(=O)=O)=CC=1. Product: [CH3:21][O:1][CH:2]1[C:6]([CH3:7])([CH3:8])[O:5][C:4](=[O:9])[N:3]1[CH2:10][C:11]1[CH:16]=[CH:15][CH:14]=[CH:13][C:12]=1[N+:17]([O-:19])=[O:18]. The catalyst class is: 5. (9) Reactant: [C:1]([C:5]1[CH:10]=[CH:9][C:8]([C:11]2[CH:19]=[CH:18][CH:17]=[C:16]3[C:12]=2[CH2:13][CH:14]([CH2:21][C:22]2([CH3:27])[CH2:26][CH2:25][CH2:24][CH2:23]2)[C:15]3=O)=[CH:7][CH:6]=1)([CH3:4])([CH3:3])[CH3:2].[BH4-].[Na+].C1(C)C=CC=CC=1.OS(O)(=O)=O. Product: [C:1]([C:5]1[CH:10]=[CH:9][C:8]([C:11]2[CH:19]=[CH:18][CH:17]=[C:16]3[C:12]=2[CH2:13][C:14]([CH2:21][C:22]2([CH3:27])[CH2:26][CH2:25][CH2:24][CH2:23]2)=[CH:15]3)=[CH:7][CH:6]=1)([CH3:4])([CH3:2])[CH3:3]. The catalyst class is: 5. (10) Reactant: [CH:1]([S:4][C:5]1[CH:13]=[CH:12][CH:11]=[CH:10][C:6]=1[C:7](Cl)=[O:8])([CH3:3])[CH3:2].[CH:14]1([CH2:18][NH:19][C@H:20]2[CH2:24][CH2:23][N:22]([C:25]([O:27][C:28]([CH3:31])([CH3:30])[CH3:29])=[O:26])[CH2:21]2)[CH2:17][CH2:16][CH2:15]1.C(N(CC)CC)C. The catalyst class is: 4. Product: [CH:14]1([CH2:18][N:19]([C:7](=[O:8])[C:6]2[CH:10]=[CH:11][CH:12]=[CH:13][C:5]=2[S:4][CH:1]([CH3:3])[CH3:2])[C@H:20]2[CH2:24][CH2:23][N:22]([C:25]([O:27][C:28]([CH3:31])([CH3:30])[CH3:29])=[O:26])[CH2:21]2)[CH2:15][CH2:16][CH2:17]1.